Task: Predict the product of the given reaction.. Dataset: Forward reaction prediction with 1.9M reactions from USPTO patents (1976-2016) (1) The product is: [O:13]1[CH2:14][CH2:15][N:10]([CH2:5][C:4]2[CH:3]=[C:2]([OH:1])[CH:9]=[CH:8][CH:7]=2)[CH2:11][CH2:12]1. Given the reactants [OH:1][C:2]1[CH:3]=[C:4]([CH:7]=[CH:8][CH:9]=1)[CH:5]=O.[NH:10]1[CH2:15][CH2:14][O:13][CH2:12][CH2:11]1.[BH4-].[Na+], predict the reaction product. (2) The product is: [N+:15]([C:18]1[CH:25]=[CH:24][C:21]([CH2:22][N:26]2[CH2:31][CH2:30][CH2:29][CH2:28][CH2:27]2)=[CH:20][CH:19]=1)([O-:17])=[O:16]. Given the reactants [BH-](OC(C)=O)(OC(C)=O)OC(C)=O.[Na+].[N+:15]([C:18]1[CH:25]=[CH:24][C:21]([CH:22]=O)=[CH:20][CH:19]=1)([O-:17])=[O:16].[NH:26]1[CH2:31][CH2:30][CH2:29][CH2:28][CH2:27]1.[OH-].[Na+], predict the reaction product. (3) Given the reactants [F:1][C:2]1[CH:43]=[CH:42][CH:41]=[C:40]([F:44])[C:3]=1[CH2:4][N:5]([C:11]1[S:12][C:13]([C:31]2[CH:36]=[CH:35][C:34]([N+:37]([O-:39])=[O:38])=[CH:33][CH:32]=2)=[C:14]([CH2:27][N:28]([CH3:30])[CH3:29])[C:15]=1[C:16](=[O:26])[NH:17][C:18]1[N:19]=[N:20][C:21]([O:24][CH3:25])=[CH:22][CH:23]=1)[C:6](=O)[O:7]CC.CO.C[O-].[Na+], predict the reaction product. The product is: [F:44][C:40]1[CH:41]=[CH:42][CH:43]=[C:2]([F:1])[C:3]=1[CH2:4][N:5]1[C:11]2[S:12][C:13]([C:31]3[CH:32]=[CH:33][C:34]([N+:37]([O-:39])=[O:38])=[CH:35][CH:36]=3)=[C:14]([CH2:27][N:28]([CH3:30])[CH3:29])[C:15]=2[C:16](=[O:26])[N:17]([C:18]2[N:19]=[N:20][C:21]([O:24][CH3:25])=[CH:22][CH:23]=2)[C:6]1=[O:7]. (4) Given the reactants [CH2:1]([O:8][C:9]1[CH:10]=[C:11]([C:15]2(O)[CH2:20][CH2:19][N:18](C(OC(C)(C)C)=O)[CH2:17][CH2:16]2)[CH:12]=[CH:13][CH:14]=1)[C:2]1[CH:7]=[CH:6][CH:5]=[CH:4][CH:3]=1.C(N(S(F)(F)[F:35])CC)C.[ClH:38], predict the reaction product. The product is: [ClH:38].[CH2:1]([O:8][C:9]1[CH:10]=[C:11]([C:15]2([F:35])[CH2:20][CH2:19][NH:18][CH2:17][CH2:16]2)[CH:12]=[CH:13][CH:14]=1)[C:2]1[CH:7]=[CH:6][CH:5]=[CH:4][CH:3]=1. (5) Given the reactants [CH2:1]([O:3][C:4]([C:6]1[C:7](Cl)=[C:8]2[CH:14]=C[NH:12][C:9]2=[N:10][CH:11]=1)=[O:5])[CH3:2].Cl.[Cl:17][C:18]1[CH:31]=[CH:30][C:21]([CH2:22][C:23]2([NH2:29])[CH2:28][CH2:27][NH:26][CH2:25][CH2:24]2)=[CH:20][CH:19]=1.C([N:34](CC)CC)C, predict the reaction product. The product is: [CH2:1]([O:3][C:4]([C:6]1[C:7]([N:26]2[CH2:25][CH2:24][C:23]([NH2:29])([CH2:22][C:21]3[CH:20]=[CH:19][C:18]([Cl:17])=[CH:31][CH:30]=3)[CH2:28][CH2:27]2)=[C:8]2[CH:14]=[N:34][NH:12][C:9]2=[N:10][CH:11]=1)=[O:5])[CH3:2]. (6) Given the reactants [Br:1][CH2:2][CH2:3][CH2:4][O:5][CH2:6][CH2:7][C:8]([OH:10])=O.O=S(Cl)[Cl:13], predict the reaction product. The product is: [Br:1][CH2:2][CH2:3][CH2:4][O:5][CH2:6][CH2:7][C:8]([Cl:13])=[O:10]. (7) Given the reactants [C:1]([C:4]1[CH:9]=[CH:8][CH:7]=[CH:6][C:5]=1[N:10]1[C:34](=[O:35])[C:13]2=[CH:14][N:15]([CH2:22][C:23]3[CH:28]=[CH:27][C:26]([N:29]4[CH:33]=[CH:32][CH:31]=[N:30]4)=[CH:25][CH:24]=3)[C:16]3[CH:17]=[CH:18][CH:19]=[CH:20][C:21]=3[C:12]2=[N:11]1)(=[O:3])[CH3:2].[CH3:36][Mg]Br.C(=O)(O)[O-].[Na+].O, predict the reaction product. The product is: [OH:3][C:1]([C:4]1[CH:9]=[CH:8][CH:7]=[CH:6][C:5]=1[N:10]1[C:34](=[O:35])[C:13]2=[CH:14][N:15]([CH2:22][C:23]3[CH:28]=[CH:27][C:26]([N:29]4[CH:33]=[CH:32][CH:31]=[N:30]4)=[CH:25][CH:24]=3)[C:16]3[CH:17]=[CH:18][CH:19]=[CH:20][C:21]=3[C:12]2=[N:11]1)([CH3:36])[CH3:2]. (8) The product is: [F:33][C:34]1[CH:39]=[CH:38][C:37]([C:2]2[C:17]([O:18][CH2:19][C@@H:20]([NH:25][C:26](=[O:32])[O:27][C:28]([CH3:29])([CH3:31])[CH3:30])[CH2:21][CH:22]([CH3:23])[CH3:24])=[CH:16][C:5]3[N:6]([CH3:15])[C:7](=[O:14])[C:8]4[C:13]([C:4]=3[CH:3]=2)=[CH:12][CH:11]=[N:10][CH:9]=4)=[CH:36][CH:35]=1. Given the reactants Br[C:2]1[C:17]([O:18][CH2:19][C@@H:20]([NH:25][C:26](=[O:32])[O:27][C:28]([CH3:31])([CH3:30])[CH3:29])[CH2:21][CH:22]([CH3:24])[CH3:23])=[CH:16][C:5]2[N:6]([CH3:15])[C:7](=[O:14])[C:8]3[C:13]([C:4]=2[CH:3]=1)=[CH:12][CH:11]=[N:10][CH:9]=3.[F:33][C:34]1[CH:39]=[CH:38][C:37](B(O)O)=[CH:36][CH:35]=1.C([O-])([O-])=O.[Cs+].[Cs+], predict the reaction product. (9) Given the reactants C(O[C:6]([N:8](C)[CH2:9][C:10]([N:12]([CH3:35])[CH2:13][CH2:14][CH2:15][P+:16]([C:29]1[CH:34]=[CH:33][CH:32]=[CH:31][CH:30]=1)([C:23]1[CH:28]=[CH:27][CH:26]=[CH:25][CH:24]=1)[C:17]1[CH:22]=[CH:21][CH:20]=[CH:19][CH:18]=1)=[O:11])=O)(C)(C)C.[Br-].[F:38][C:39]([F:44])([F:43])[C:40]([OH:42])=[O:41], predict the reaction product. The product is: [F:38][C:39]([F:44])([F:43])[C:40]([O-:42])=[O:41].[CH3:35][N:12]([CH2:13][CH2:14][CH2:15][P+:16]([C:29]1[CH:34]=[CH:33][CH:32]=[CH:31][CH:30]=1)([C:23]1[CH:24]=[CH:25][CH:26]=[CH:27][CH:28]=1)[C:17]1[CH:18]=[CH:19][CH:20]=[CH:21][CH:22]=1)[C:10](=[O:11])[CH2:9][NH:8][CH3:6]. (10) Given the reactants Br[C:2]1[CH:11]=[CH:10][C:9]2[N:8]=[C:7]([NH2:12])[C:6]3[N:13]=[C:14]([CH2:16][CH2:17][CH3:18])[S:15][C:5]=3[C:4]=2[CH:3]=1.[C:19]([NH:22][C:23]1[CH:24]=[C:25](B(O)O)[CH:26]=[CH:27][CH:28]=1)(=[O:21])[CH3:20], predict the reaction product. The product is: [NH2:12][C:7]1[C:6]2[N:13]=[C:14]([CH2:16][CH2:17][CH3:18])[S:15][C:5]=2[C:4]2[CH:3]=[C:2]([C:27]3[CH:28]=[C:23]([NH:22][C:19](=[O:21])[CH3:20])[CH:24]=[CH:25][CH:26]=3)[CH:11]=[CH:10][C:9]=2[N:8]=1.